Task: Predict the reaction yield, written as a fraction of the theoretical maximum amount of product (1.0 means a 100% yield; for example, 0.34 means a 34% yield).. Dataset: Reaction yield outcomes from USPTO patents with 853,638 reactions (1) The reactants are [CH:1]1[C:10]2[CH2:9][CH2:8][CH2:7][CH2:6][C:5]=2[CH:4]=[CH:3][C:2]=1[O:11][CH2:12][CH2:13][O:14][C:15]1[CH:22]=[CH:21][C:18]([CH:19]=O)=[CH:17][CH:16]=1.[C:23]([O:30][CH3:31])(=[O:29])[CH2:24][C:25]([O:27][CH3:28])=[O:26].C([O-])(=O)C.[NH2+]1CCCCC1. The catalyst is C1(C)C=CC=CC=1. The product is [CH:1]1[C:10]2[CH2:9][CH2:8][CH2:7][CH2:6][C:5]=2[CH:4]=[CH:3][C:2]=1[O:11][CH2:12][CH2:13][O:14][C:15]1[CH:22]=[CH:21][C:18]([CH:19]=[C:24]([C:23]([O:30][CH3:31])=[O:29])[C:25]([O:27][CH3:28])=[O:26])=[CH:17][CH:16]=1. The yield is 0.960. (2) The yield is 0.550. The product is [C:40]([C:36]1[CH:35]=[C:34]([C@@H:9]2[C@@H:10]([OH:27])[C@@H:11]([OH:20])[C@H:12]([OH:13])[C@@H:7]([CH2:6][OH:5])[O:8]2)[CH:39]=[CH:38][CH:37]=1)#[CH:41]. The reactants are CC(C)(C)C([O:5][CH2:6][C@@H:7]1[C@@H:12]([O:13]C(=O)C(C)(C)C)[C@H:11]([O:20]C(=O)C(C)(C)C)[C@H:10]([O:27]C(=O)C(C)(C)C)[C@@H:9]([C:34]2[CH:39]=[CH:38][CH:37]=[C:36]([C:40]#[C:41][Si](C)(C)C)[CH:35]=2)[O:8]1)=O.CO[Na]. The catalyst is CO. (3) The reactants are [NH2:1][C@H:2]([CH2:6][OH:7])[CH:3]([CH3:5])[CH3:4].S([O-])([O-])(=O)=O.[Mg+2].[CH:14](=O)[C:15]1[CH:20]=[CH:19][CH:18]=[CH:17][CH:16]=1. The catalyst is ClCCl. The product is [CH:14](=[N:1][C@@H:2]([CH:3]([CH3:5])[CH3:4])[CH2:6][OH:7])[C:15]1[CH:20]=[CH:19][CH:18]=[CH:17][CH:16]=1. The yield is 0.870. (4) The reactants are [Cl:1][C:2]1[CH:3]=[C:4]([NH:9][C:10]([NH:12][C:13](=[O:18])[CH2:14][CH:15]([CH3:17])[CH3:16])=[S:11])[CH:5]=[C:6]([Cl:8])[CH:7]=1.I[CH2:20]I.C(N(CC)CC)C. The catalyst is CC(C)=O. The product is [Cl:1][C:2]1[CH:3]=[C:4](/[N:9]=[C:10]2\[S:11][CH2:20][N:12]\2[C:13](=[O:18])[CH2:14][CH:15]([CH3:16])[CH3:17])[CH:5]=[C:6]([Cl:8])[CH:7]=1. The yield is 0.450. (5) The reactants are [F:1][C:2]1[CH:7]=[CH:6][C:5]([C:8]2[O:9][C:10]3[CH:20]=[CH:19][C:18]([C:21]4[CH:22]=[C:23]([CH:27]=[CH:28][CH:29]=4)[C:24]([OH:26])=O)=[CH:17][C:11]=3[C:12]=2[C:13](=[O:16])[NH:14][CH3:15])=[CH:4][CH:3]=1.CCN=C=NCCCN(C)C.Cl.[CH3:42][NH:43][S:44]([C:47]1[CH:52]=[CH:51][CH:50]=[CH:49][CH:48]=1)(=[O:46])=[O:45].ClCCCl. The catalyst is CN(C1C=CN=CC=1)C.CN(C=O)C. The product is [F:1][C:2]1[CH:7]=[CH:6][C:5]([C:8]2[O:9][C:10]3[CH:20]=[CH:19][C:18]([C:21]4[CH:29]=[CH:28][CH:27]=[C:23]([C:24](=[O:26])[N:43]([CH3:42])[S:44]([C:47]5[CH:52]=[CH:51][CH:50]=[CH:49][CH:48]=5)(=[O:46])=[O:45])[CH:22]=4)=[CH:17][C:11]=3[C:12]=2[C:13]([NH:14][CH3:15])=[O:16])=[CH:4][CH:3]=1. The yield is 0.550. (6) The reactants are O.[NH2:2][NH2:3].C(O)(=O)C.[C:8]([CH:10]([C:19]([C:21]1[CH:26]=[CH:25][C:24]([O:27][CH3:28])=[CH:23][CH:22]=1)=O)[CH2:11][C:12]([N:14]([CH2:17][CH3:18])[CH2:15][CH3:16])=[O:13])#[N:9]. The catalyst is CCO. The product is [NH2:9][C:8]1[C:10]([CH2:11][C:12]([N:14]([CH2:17][CH3:18])[CH2:15][CH3:16])=[O:13])=[C:19]([C:21]2[CH:26]=[CH:25][C:24]([O:27][CH3:28])=[CH:23][CH:22]=2)[NH:3][N:2]=1. The yield is 0.680. (7) The yield is 0.860. The product is [C:14]([CH2:13][O:1][C:2]1[CH:3]=[C:4]([CH:9]=[CH:10][CH:11]=1)[C:5]([O:7][CH3:8])=[O:6])#[N:15]. The catalyst is CC(C)=O. The reactants are [OH:1][C:2]1[CH:3]=[C:4]([CH:9]=[CH:10][CH:11]=1)[C:5]([O:7][CH3:8])=[O:6].Br[CH2:13][C:14]#[N:15].C(=O)([O-])[O-].[K+].[K+].C(=O)([O-])O.[Na+]. (8) The reactants are [CH2:1]([O:8][CH:9]1[CH2:14][CH:13]([C:15]2[C:20]([CH3:21])=[CH:19][CH:18]=[CH:17][N:16]=2)[NH:12][CH:11]([C:22]2[C:27]([CH3:28])=[CH:26][CH:25]=[CH:24][N:23]=2)[CH2:10]1)[C:2]1[CH:7]=[CH:6][CH:5]=[CH:4][CH:3]=1.ClCC[C:32]1[NH:33][CH:34]=[CH:35][N:36]=1.[CH3:37][CH2:38]N(C(C)C)C(C)C. The catalyst is CN(C=O)C. The product is [CH2:1]([O:8][CH:9]1[CH2:14][CH:13]([C:15]2[C:20]([CH3:21])=[CH:19][CH:18]=[CH:17][N:16]=2)[N:12]([CH2:37][CH2:38][C:34]2[NH:33][CH:32]=[N:36][CH:35]=2)[CH:11]([C:22]2[C:27]([CH3:28])=[CH:26][CH:25]=[CH:24][N:23]=2)[CH2:10]1)[C:2]1[CH:7]=[CH:6][CH:5]=[CH:4][CH:3]=1. The yield is 0.130. (9) The reactants are [F:1][C:2]1[C:7]([NH:8][CH2:9][C:10]2[CH:15]=[C:14]([C:16]3[CH:21]=[CH:20][CH:19]=[C:18]([F:22])[CH:17]=3)[CH:13]=[C:12]([CH3:23])[C:11]=2[CH3:24])=[C:6]([F:25])[CH:5]=[CH:4][C:3]=1[OH:26].C([O-])([O-])=O.[Cs+].[Cs+].Br[CH2:34][C:35]([O:37][CH2:38][CH3:39])=[O:36]. The catalyst is CN(C=O)C.O. The product is [F:1][C:2]1[C:7]([NH:8][CH2:9][C:10]2[CH:15]=[C:14]([C:16]3[CH:21]=[CH:20][CH:19]=[C:18]([F:22])[CH:17]=3)[CH:13]=[C:12]([CH3:23])[C:11]=2[CH3:24])=[C:6]([F:25])[CH:5]=[CH:4][C:3]=1[O:26][CH2:34][C:35]([O:37][CH2:38][CH3:39])=[O:36]. The yield is 0.700.